This data is from Forward reaction prediction with 1.9M reactions from USPTO patents (1976-2016). The task is: Predict the product of the given reaction. (1) Given the reactants [C:1](O)([C:3](F)(F)F)=[O:2].OC(C(F)(F)F)=O.[CH3:15][C:16]1[CH:21]=[CH:20][CH:19]=[C:18]([CH3:22])[C:17]=1[C:23]1[N:24]=[C:25]([N:43]2[CH2:48][C@@H:47]([CH3:49])[NH:46][CH2:45][C@@H:44]2[CH3:50])[C:26]2[CH2:32][N:31]([C:33]3[CH:38]=[C:37]([CH:39]([CH3:41])[CH3:40])[CH:36]=[CH:35][C:34]=3[CH3:42])[CH2:30][CH2:29][C:27]=2[N:28]=1.CCN(C(C)C)C(C)C.CC(OC(C)=O)=O, predict the reaction product. The product is: [CH3:22][C:18]1[CH:19]=[CH:20][CH:21]=[C:16]([CH3:15])[C:17]=1[C:23]1[N:24]=[C:25]([N:43]2[C@H:44]([CH3:50])[CH2:45][N:46]([C:1](=[O:2])[CH3:3])[C@@H:47]([CH3:49])[CH2:48]2)[C:26]2[CH2:32][N:31]([C:33]3[CH:38]=[C:37]([CH:39]([CH3:41])[CH3:40])[CH:36]=[CH:35][C:34]=3[CH3:42])[CH2:30][CH2:29][C:27]=2[N:28]=1. (2) Given the reactants [Br:1][C:2]1[CH:3]=[C:4]2[C:9](=[CH:10][CH:11]=1)[N+:8]([O-])=[CH:7][CH:6]=[CH:5]2.O=S(Cl)[Cl:15], predict the reaction product. The product is: [Cl:15][C:7]1[CH:6]=[CH:5][C:4]2[C:9](=[CH:10][CH:11]=[C:2]([Br:1])[CH:3]=2)[N:8]=1. (3) Given the reactants [O:1]=[C:2]1[NH:7][C:6]2[CH:8]=[CH:9][C:10]([NH:12][C:13](=[O:17])[C:14]([OH:16])=O)=[CH:11][C:5]=2[O:4][CH2:3]1.[CH2:18]([CH:26]1[CH2:31][CH2:30][NH:29][CH2:28][CH2:27]1)[CH2:19][C:20]1[CH:25]=[CH:24][CH:23]=[CH:22][CH:21]=1, predict the reaction product. The product is: [O:16]=[C:14]([N:29]1[CH2:30][CH2:31][CH:26]([CH2:18][CH2:19][C:20]2[CH:25]=[CH:24][CH:23]=[CH:22][CH:21]=2)[CH2:27][CH2:28]1)[C:13]([NH:12][C:10]1[CH:9]=[CH:8][C:6]2[NH:7][C:2](=[O:1])[CH2:3][O:4][C:5]=2[CH:11]=1)=[O:17].